This data is from Aqueous solubility values for 9,982 compounds from the AqSolDB database. The task is: Regression/Classification. Given a drug SMILES string, predict its absorption, distribution, metabolism, or excretion properties. Task type varies by dataset: regression for continuous measurements (e.g., permeability, clearance, half-life) or binary classification for categorical outcomes (e.g., BBB penetration, CYP inhibition). For this dataset (solubility_aqsoldb), we predict Y. (1) The molecule is CCC(Br)(CC)C(N)=O. The Y is -1.44 log mol/L. (2) The molecule is CC(C)(c1ccc(OC#N)cc1)c1ccc(OC#N)cc1. The Y is -5.47 log mol/L. (3) The drug is C[C@@H]1[C@@H](CN)C[C@H]2C[C@@H]1C2(C)C. The Y is -2.52 log mol/L. (4) The compound is CC1NC(=O)CNC1=O. The Y is 0.290 log mol/L.